Dataset: Antibody paratope prediction from SAbDab with 1,023 antibody chains. Task: Token-level Classification. Given an antibody amino acid sequence, predict which amino acid positions are active in antigen binding. Output is a list of indices for active paratope positions. (1) Given the antibody sequence: EVQLLESGGGLVQPGGSLRLSCAASGFTFSSYAMSWVRQAPGKGLEWVSAISGSGGSTYYADSVKGRFTISRDNSKNTLYLQMNSLRAEDTAVYYCARDDDYEEWPWYYGMDVWGQGTMVTVS, which amino acid positions are active in antigen binding (paratope)? The paratope positions are: [52, 83, 84, 85, 104, 105, 106, 107, 108, 109, 110]. (2) Given the antibody sequence: DIVMTQSPSSLSVSAGEKVTLSCKSSQSLLHSGNQKNYLAWYQQKPGQAPKLLIYGASTRESGVPDRFTGSGSGTDFTLTISSVQAEDLAVYYCQNDHSYPLTFGAGTKLELK, which amino acid positions are active in antigen binding (paratope)? The paratope positions are: [30, 31, 32, 33, 34, 35].